Regression. Given two drug SMILES strings and cell line genomic features, predict the synergy score measuring deviation from expected non-interaction effect. From a dataset of Merck oncology drug combination screen with 23,052 pairs across 39 cell lines. Drug 1: CC(=O)OC1C(=O)C2(C)C(O)CC3OCC3(OC(C)=O)C2C(OC(=O)c2ccccc2)C2(O)CC(OC(=O)C(O)C(NC(=O)c3ccccc3)c3ccccc3)C(C)=C1C2(C)C. Drug 2: CCN(CC)CCNC(=O)c1c(C)[nH]c(C=C2C(=O)Nc3ccc(F)cc32)c1C. Cell line: SKMES1. Synergy scores: synergy=7.21.